From a dataset of Peptide-MHC class I binding affinity with 185,985 pairs from IEDB/IMGT. Regression. Given a peptide amino acid sequence and an MHC pseudo amino acid sequence, predict their binding affinity value. This is MHC class I binding data. (1) The peptide sequence is VMNSNTLLSAW. The MHC is HLA-A68:01 with pseudo-sequence HLA-A68:01. The binding affinity (normalized) is 0. (2) The peptide sequence is APLPIHTAEL. The MHC is Patr-B1301 with pseudo-sequence Patr-B1301. The binding affinity (normalized) is 0.824. (3) The peptide sequence is LDHVNTLHF. The MHC is HLA-A29:02 with pseudo-sequence HLA-A29:02. The binding affinity (normalized) is 0. (4) The peptide sequence is EIINNGISY. The MHC is HLA-A31:01 with pseudo-sequence HLA-A31:01. The binding affinity (normalized) is 0.0847. (5) The peptide sequence is TYLQSLASL. The MHC is HLA-A11:01 with pseudo-sequence HLA-A11:01. The binding affinity (normalized) is 0.213. (6) The peptide sequence is RFLEDYFGV. The MHC is HLA-A02:11 with pseudo-sequence HLA-A02:11. The binding affinity (normalized) is 0.851.